Task: Predict which catalyst facilitates the given reaction.. Dataset: Catalyst prediction with 721,799 reactions and 888 catalyst types from USPTO Reactant: Cl.[NH2:2][C@H:3]([C:6]([OH:8])=[O:7])[CH2:4][SH:5].C([O-])(=O)C.[K+].CO.[F:16][C:17]1[CH:18]=[C:19]([CH:22]=[CH:23][CH:24]=1)[CH:20]=O. Product: [F:16][C:17]1[CH:18]=[C:19]([C@@H:20]2[NH:2][CH:3]([C:6]([OH:8])=[O:7])[CH2:4][S:5]2)[CH:22]=[CH:23][CH:24]=1. The catalyst class is: 6.